From a dataset of Forward reaction prediction with 1.9M reactions from USPTO patents (1976-2016). Predict the product of the given reaction. (1) Given the reactants [Br:1][C:2]1[CH:10]=[C:6]([C:7]([OH:9])=O)[C:5]([OH:11])=[CH:4][CH:3]=1.[Cl:12][C:13]1[CH:14]=[C:15]([CH:17]=[C:18]([Cl:21])[C:19]=1[OH:20])[NH2:16], predict the reaction product. The product is: [Br:1][C:2]1[CH:3]=[CH:4][C:5]([OH:11])=[C:6]([CH:10]=1)[C:7]([NH:16][C:15]1[CH:14]=[C:13]([Cl:12])[C:19]([OH:20])=[C:18]([Cl:21])[CH:17]=1)=[O:9]. (2) Given the reactants [F:1][C:2]1[CH:10]=[C:9]([C:11]([F:14])([F:13])[F:12])[CH:8]=[CH:7][C:3]=1[C:4]([OH:6])=O.C[O:16][C:17](=[O:36])[CH2:18][CH2:19][C:20]1[CH:25]=[CH:24][C:23]([O:26][C:27]2[CH:32]=[CH:31][CH:30]=[C:29]([CH2:33][NH2:34])[CH:28]=2)=[CH:22][C:21]=1[CH3:35], predict the reaction product. The product is: [F:1][C:2]1[CH:10]=[C:9]([C:11]([F:14])([F:13])[F:12])[CH:8]=[CH:7][C:3]=1[C:4]([NH:34][CH2:33][C:29]1[CH:28]=[C:27]([CH:32]=[CH:31][CH:30]=1)[O:26][C:23]1[CH:24]=[CH:25][C:20]([CH2:19][CH2:18][C:17]([OH:36])=[O:16])=[C:21]([CH3:35])[CH:22]=1)=[O:6]. (3) Given the reactants [NH2:1][C:2]1[CH:12]=[CH:11][CH:10]=[CH:9][C:3]=1[C:4](OCC)=[O:5].C(O)(=O)C.[CH:17](N)=[NH:18], predict the reaction product. The product is: [N:1]1[C:2]2[C:3](=[CH:9][CH:10]=[CH:11][CH:12]=2)[C:4]([OH:5])=[N:18][CH:17]=1. (4) Given the reactants [Cl:1][CH2:2][CH2:3][CH2:4][C:5](Cl)=[O:6].[N:8]1([NH2:14])[CH2:13][CH2:12][CH2:11][CH2:10][CH2:9]1.C(=O)(O)[O-].[Na+], predict the reaction product. The product is: [Cl:1][CH2:2][CH2:3][CH2:4][C:5]([NH:14][N:8]1[CH2:13][CH2:12][CH2:11][CH2:10][CH2:9]1)=[O:6]. (5) Given the reactants N(C(OCC)=O)=NC(OCC)=[O:4].OC1C=C(C=CC=1)C(OCC)=O.OC1CCOC1.[C:31]1([P:37]([C:44]2[CH:49]=[CH:48][CH:47]=[CH:46][CH:45]=2)[C:38]2[CH:43]=[CH:42][CH:41]=[CH:40][CH:39]=2)[CH:36]=[CH:35][CH:34]=[CH:33][CH:32]=1, predict the reaction product. The product is: [C:44]1([P:37](=[O:4])([C:31]2[CH:32]=[CH:33][CH:34]=[CH:35][CH:36]=2)[C:38]2[CH:43]=[CH:42][CH:41]=[CH:40][CH:39]=2)[CH:45]=[CH:46][CH:47]=[CH:48][CH:49]=1. (6) Given the reactants [CH2:1]1[S:6][CH2:5][CH2:4][CH2:3][CH2:2]1.[Br:7][CH2:8][C:9](=[O:12])[CH2:10][CH3:11], predict the reaction product. The product is: [Br-:7].[O:12]=[C:9]([CH2:10][CH3:11])[CH2:8][S+:6]1[CH2:5][CH2:4][CH2:3][CH2:2][CH2:1]1. (7) The product is: [CH3:43][N:44]([CH3:49])[CH2:45][C:46]([N:25]1[CH2:24][CH2:23][CH:22]([NH:21][C:18]2[CH:19]=[CH:20][C:15]([NH:14][C:12]3[S:13][C:9]([S:8][C:7]4[CH:6]=[CH:5][N:4]=[C:3]([C:28]([NH:30][CH2:31][C:32]([OH:42])([C:36]5[CH:37]=[CH:38][CH:39]=[CH:40][CH:41]=5)[CH2:33][CH2:34][CH3:35])=[O:29])[C:2]=4[F:1])=[CH:10][N:11]=3)=[N:16][CH:17]=2)[CH2:27][CH2:26]1)=[O:47]. Given the reactants [F:1][C:2]1[C:3]([C:28]([NH:30][CH2:31][C:32]([OH:42])([C:36]2[CH:41]=[CH:40][CH:39]=[CH:38][CH:37]=2)[CH2:33][CH2:34][CH3:35])=[O:29])=[N:4][CH:5]=[CH:6][C:7]=1[S:8][C:9]1[S:13][C:12]([NH:14][C:15]2[CH:20]=[CH:19][C:18]([NH:21][CH:22]3[CH2:27][CH2:26][NH:25][CH2:24][CH2:23]3)=[CH:17][N:16]=2)=[N:11][CH:10]=1.[CH3:43][N:44]([CH3:49])[CH2:45][C:46](O)=[O:47].CCN=C=NCCCN(C)C.C1C=CC2N(O)N=NC=2C=1.Cl, predict the reaction product.